Dataset: Full USPTO retrosynthesis dataset with 1.9M reactions from patents (1976-2016). Task: Predict the reactants needed to synthesize the given product. (1) Given the product [N:14]1[CH:15]=[CH:16][C:17]([C:20]2[C:21]([C:33]3[CH:34]=[C:35]([CH:38]=[CH:39][CH:40]=3)[CH2:36][NH:37][C:7](=[O:8])[C:6]3[CH:10]=[CH:11][C:3]([C:2]([F:13])([F:12])[F:1])=[CH:4][CH:5]=3)=[N:22][N:23]([CH2:25][O:26][CH2:27][CH2:28][Si:29]([CH3:32])([CH3:30])[CH3:31])[CH:24]=2)=[CH:18][CH:19]=1, predict the reactants needed to synthesize it. The reactants are: [F:1][C:2]([F:13])([F:12])[C:3]1[CH:11]=[CH:10][C:6]([C:7](Cl)=[O:8])=[CH:5][CH:4]=1.[N:14]1[CH:19]=[CH:18][C:17]([C:20]2[C:21]([C:33]3[CH:34]=[C:35]([CH:38]=[CH:39][CH:40]=3)[CH2:36][NH2:37])=[N:22][N:23]([CH2:25][O:26][CH2:27][CH2:28][Si:29]([CH3:32])([CH3:31])[CH3:30])[CH:24]=2)=[CH:16][CH:15]=1.C(N(CC)CC)C. (2) Given the product [C:9]1([S:15][CH:18]=[CH:17][C:16]([O:20][C:21]2[CH:26]=[CH:25][C:24]([C:27]3[CH:32]=[CH:31][CH:30]=[CH:29][CH:28]=3)=[CH:23][CH:22]=2)=[O:19])[CH:14]=[CH:13][CH:12]=[CH:11][CH:10]=1, predict the reactants needed to synthesize it. The reactants are: N12CCN(CC1)CC2.[C:9]1([SH:15])[CH:14]=[CH:13][CH:12]=[CH:11][CH:10]=1.[C:16]([O:20][C:21]1[CH:26]=[CH:25][C:24]([C:27]2[CH:32]=[CH:31][CH:30]=[CH:29][CH:28]=2)=[CH:23][CH:22]=1)(=[O:19])[C:17]#[CH:18].[OH-].[Na+].